From a dataset of Catalyst prediction with 721,799 reactions and 888 catalyst types from USPTO. Predict which catalyst facilitates the given reaction. Reactant: [CH3:1][O:2][C:3]1[C:4]([N+:19]([O-])=O)=[C:5]2[C:10](=[CH:11][CH:12]=1)[C:9](=[O:13])[N:8]([C@H:14]([CH3:18])[C:15]([NH2:17])=[O:16])[CH:7]=[CH:6]2.CO. Product: [NH2:19][C:4]1[C:3]([O:2][CH3:1])=[CH:12][CH:11]=[C:10]2[C:5]=1[CH:6]=[CH:7][N:8]([C@H:14]([CH3:18])[C:15]([NH2:17])=[O:16])[C:9]2=[O:13]. The catalyst class is: 45.